From a dataset of Full USPTO retrosynthesis dataset with 1.9M reactions from patents (1976-2016). Predict the reactants needed to synthesize the given product. (1) Given the product [CH3:15][O:14][C:11]1[CH:10]=[CH:9][C:8]([C:7]([O:22][CH2:23][C:24]2[CH:25]=[C:26]([CH:29]=[CH:30][CH:31]=2)[CH2:27][N:28]=[C:34]=[S:35])([C:16]2[CH:21]=[CH:20][CH:19]=[CH:18][CH:17]=2)[C:6]2[CH:5]=[CH:4][C:3]([O:2][CH3:1])=[CH:33][CH:32]=2)=[CH:13][CH:12]=1, predict the reactants needed to synthesize it. The reactants are: [CH3:1][O:2][C:3]1[CH:33]=[CH:32][C:6]([C:7]([O:22][CH2:23][C:24]2[CH:25]=[C:26]([CH:29]=[CH:30][CH:31]=2)[CH2:27][NH2:28])([C:16]2[CH:21]=[CH:20][CH:19]=[CH:18][CH:17]=2)[C:8]2[CH:13]=[CH:12][C:11]([O:14][CH3:15])=[CH:10][CH:9]=2)=[CH:5][CH:4]=1.[C:34](=S)=[S:35].C(N(CC)CC)C.C(OC(OC(C)(C)C)=O)(OC(C)(C)C)=O. (2) Given the product [OH:44][CH2:22][C:21]#[C:26][C:2]1[CH:7]=[CH:6][C:5]([N:8]2[CH2:13][CH2:12][N:11]([C:14]([O:16][C:17]([CH3:20])([CH3:19])[CH3:18])=[O:15])[CH2:10][CH2:9]2)=[CH:4][CH:3]=1, predict the reactants needed to synthesize it. The reactants are: I[C:2]1[CH:7]=[CH:6][C:5]([N:8]2[CH2:13][CH2:12][N:11]([C:14]([O:16][C:17]([CH3:20])([CH3:19])[CH3:18])=[O:15])[CH2:10][CH2:9]2)=[CH:4][CH:3]=1.[C:21]1(P(C2C=CC=CC=2)C2C=CC=CC=2)[CH:26]=CC=C[CH:22]=1.CN(C=[O:44])C.